Dataset: Full USPTO retrosynthesis dataset with 1.9M reactions from patents (1976-2016). Task: Predict the reactants needed to synthesize the given product. (1) The reactants are: [Cl:1][C:2]1[CH:9]=[CH:8][C:5]([CH:6]=O)=[CH:4][C:3]=1[N+:10]([O-:12])=[O:11].[Br-].[CH2:14]([P+](C1C=CC=CC=1)(C1C=CC=CC=1)C1C=CC=CC=1)[C:15]1[CH:20]=[CH:19][CH:18]=[CH:17][CH:16]=1.[H-].[Na+].Cl. Given the product [Cl:1][C:2]1[CH:9]=[CH:8][C:5](/[CH:6]=[CH:14]\[C:15]2[CH:20]=[CH:19][CH:18]=[CH:17][CH:16]=2)=[CH:4][C:3]=1[N+:10]([O-:12])=[O:11], predict the reactants needed to synthesize it. (2) Given the product [C:16]1([CH2:15][CH2:14][CH2:13][CH2:12][CH2:11][CH2:10][CH:9]([C:22]2[N:23]=[N:24][N:25]([C:27]3[CH:32]=[CH:31][CH:30]=[CH:29][N:28]=3)[N:26]=2)[OH:8])[CH:21]=[CH:20][CH:19]=[CH:18][CH:17]=1, predict the reactants needed to synthesize it. The reactants are: [Si]([O:8][CH:9]([C:22]1[N:23]=[N:24][N:25]([C:27]2[CH:32]=[CH:31][CH:30]=[CH:29][N:28]=2)[N:26]=1)[CH2:10][CH2:11][CH2:12][CH2:13][CH2:14][CH2:15][C:16]1[CH:21]=[CH:20][CH:19]=[CH:18][CH:17]=1)(C(C)(C)C)(C)C.[N+](CCCC)(CCCC)(CCCC)CCCC.[F-]. (3) Given the product [F:11][C:4]1[CH:3]=[C:2]([C:14]([F:17])([F:16])[C:13]([F:19])([F:18])[F:12])[CH:10]=[CH:9][C:5]=1[C:6]([OH:8])=[O:7], predict the reactants needed to synthesize it. The reactants are: Br[C:2]1[CH:10]=[CH:9][C:5]([C:6]([OH:8])=[O:7])=[C:4]([F:11])[CH:3]=1.[F:12][C:13]([F:19])([F:18])[C:14]([F:17])([F:16])I.